This data is from Forward reaction prediction with 1.9M reactions from USPTO patents (1976-2016). The task is: Predict the product of the given reaction. (1) Given the reactants [CH:1]1([C:6]([F:11])([F:10])[C:7]([OH:9])=O)[CH2:5][CH2:4][CH2:3][CH2:2]1.P(Cl)(Cl)(Cl)=O.Cl.[NH2:18][CH2:19][C:20]1[CH:21]=[C:22]2[C:26](=[CH:27][CH:28]=1)[C:25](=[O:29])[N:24]([CH:30]1[CH2:35][CH2:34][C:33](=[O:36])[NH:32][C:31]1=[O:37])[CH2:23]2.C(=O)(O)[O-].[Na+], predict the reaction product. The product is: [CH:1]1([C:6]([F:11])([F:10])[C:7]([NH:18][CH2:19][C:20]2[CH:21]=[C:22]3[C:26](=[CH:27][CH:28]=2)[C:25](=[O:29])[N:24]([CH:30]2[CH2:35][CH2:34][C:33](=[O:36])[NH:32][C:31]2=[O:37])[CH2:23]3)=[O:9])[CH2:2][CH2:3][CH2:4][CH2:5]1. (2) The product is: [CH:1]1([O:7][CH2:8][CH2:9][O:10][S:11]([C:14]2[CH:20]=[CH:19][C:17]([CH3:18])=[CH:16][CH:15]=2)(=[O:13])=[O:12])[CH2:6][CH2:5][CH2:4][CH:3]=[CH:2]1. Given the reactants [CH:1]1([O:7][CH2:8][CH2:9][OH:10])[CH2:6][CH2:5][CH2:4][CH:3]=[CH:2]1.[S:11](Cl)([C:14]1[CH:20]=[CH:19][C:17]([CH3:18])=[CH:16][CH:15]=1)(=[O:13])=[O:12].O, predict the reaction product. (3) Given the reactants Br[C:2]1[CH:13]=[CH:12][C:5]([O:6][CH2:7][CH2:8][N:9]([CH3:11])[CH3:10])=[C:4]([CH:14]2[O:19]CCCO2)[CH:3]=1.[Li]CCCC.[B:25](OC(C)C)([O:30]C(C)C)[O:26]C(C)C.Cl.C([O-])([O-])=O.[Na+].[Na+], predict the reaction product. The product is: [CH3:10][N:9]([CH3:11])[CH2:8][CH2:7][O:6][C:5]1[CH:12]=[CH:13][C:2]([B:25]([OH:30])[OH:26])=[CH:3][C:4]=1[CH:14]=[O:19].